From a dataset of Reaction yield outcomes from USPTO patents with 853,638 reactions. Predict the reaction yield, written as a fraction of the theoretical maximum amount of product (1.0 means a 100% yield; for example, 0.34 means a 34% yield). (1) The reactants are [Cl:1][C:2]1[CH:7]=[CH:6][C:5]([C@H:8]([C:21]([N:23]2[CH2:28][CH2:27][N:26]([C:29]3[C:34]([C:35]4[CH:40]=[CH:39][CH:38]=[CH:37][CH:36]=4)=[CH:33][N:32]=[C:31]4[NH:41][CH:42]=[C:43]([CH3:44])[C:30]=34)[CH2:25][CH2:24]2)=[O:22])[CH2:9][N:10]([CH:18]([CH3:20])[CH3:19])C(=O)OC(C)(C)C)=[CH:4][CH:3]=1.C(O)(C(F)(F)F)=O.C1(N)C(F)=C(F)C(F)=C(N)C=1F.Cl.Cl. The catalyst is C(Cl)Cl. The product is [Cl:1][C:2]1[CH:7]=[CH:6][C:5]([C@@H:8]([CH2:9][NH:10][CH:18]([CH3:20])[CH3:19])[C:21]([N:23]2[CH2:28][CH2:27][N:26]([C:29]3[C:34]([C:35]4[CH:40]=[CH:39][CH:38]=[CH:37][CH:36]=4)=[CH:33][N:32]=[C:31]4[NH:41][CH:42]=[C:43]([CH3:44])[C:30]=34)[CH2:25][CH2:24]2)=[O:22])=[CH:4][CH:3]=1. The yield is 0.910. (2) The reactants are [CH2:1]1[CH2:6][C@H:5]([C:7]([OH:9])=[O:8])[CH2:4][CH2:3][C@H:2]1[CH2:10][NH2:11].[CH3:12][C:13]1[CH:34]=[CH:33][CH:32]=[CH:31][C:14]=1[C:15]([O:17][CH:18]([O:20][C:21](ON1C(=O)CCC1=O)=[O:22])[CH3:19])=[O:16]. The product is [CH3:12][C:13]1[CH:34]=[CH:33][CH:32]=[CH:31][C:14]=1[C:15]([O:17][CH:18]([O:20][C:21]([NH:11][CH2:10][C@H:2]1[CH2:3][CH2:4][C@H:5]([C:7]([OH:9])=[O:8])[CH2:6][CH2:1]1)=[O:22])[CH3:19])=[O:16]. The yield is 0.360. The catalyst is CC(OC)(C)C.CC(C)=O.O. (3) The reactants are [CH3:1][N:2]1[C@@H:12]2[CH2:13][C:14]3[CH:19]=[CH:18][C:17]([OH:20])=[C:16]4[O:21][C@H:6]5[C:7]([CH:9]=[CH:10][C@:11]2([OH:22])[C@:5]5([C:15]=34)[CH2:4][CH2:3]1)=[O:8].[CH:23]1(CBr)[CH2:25][CH2:24]1. No catalyst specified. The product is [CH:19]1[C:14]2[CH2:13][C@H:12]3[N:2]([CH2:1][CH:23]4[CH2:25][CH2:24]4)[CH2:3][CH2:4][C@:5]45[C@H:6]([C:7]([CH2:9][CH2:10][C@@:11]34[OH:22])=[O:8])[O:21][C:16]([C:15]=25)=[C:17]([OH:20])[CH:18]=1. The yield is 0.886. (4) The reactants are CC1(C)[O:6][C:5](=[CH:7][C:8]([N:10]([CH2:12][C:13]2[CH:18]=[CH:17][C:16]([F:19])=[CH:15][C:14]=2[S:20][CH3:21])[CH3:11])=[O:9])[C:4](=[O:22])O1.[CH2:24]=O.[NH2:26][CH2:27][CH2:28][CH2:29][C:30]([OH:32])=[O:31]. No catalyst specified. The product is [F:19][C:16]1[CH:17]=[CH:18][C:13]([CH2:12][N:10]([CH3:11])[C:8]([C:7]2[CH2:24][N:26]([CH2:27][CH2:28][CH2:29][C:30]([OH:32])=[O:31])[C:4](=[O:22])[C:5]=2[OH:6])=[O:9])=[C:14]([S:20][CH3:21])[CH:15]=1. The yield is 0.490. (5) The reactants are [C:1]1([CH:7](O)[CH2:8][CH3:9])[CH:6]=[CH:5][CH:4]=[CH:3][CH:2]=1.CCOCC. The catalyst is C1(C)C=CC=CC=1. The product is [CH3:9][CH:8]=[CH:7][C:1]1[CH:6]=[CH:5][CH:4]=[CH:3][CH:2]=1. The yield is 0.920. (6) The reactants are Br[C:2]1[N:6]([CH3:7])[CH:5]=[C:4]([C:8]([O:10][CH3:11])=[O:9])[CH:3]=1.[CH3:12][N:13]1[C:17](B2OC(C)(C)C(C)(C)O2)=[CH:16][CH:15]=[N:14]1.C(=O)([O-])[O-].[K+].[K+]. The catalyst is O1CCOCC1.O.CC(C)([P](C(C)(C)C)([Pd][P](C(C)(C)C)(C(C)(C)C)C(C)(C)C)C(C)(C)C)C. The product is [CH3:7][N:6]1[C:2]([C:17]2[N:13]([CH3:12])[N:14]=[CH:15][CH:16]=2)=[CH:3][C:4]([C:8]([O:10][CH3:11])=[O:9])=[CH:5]1. The yield is 0.308.